Dataset: Full USPTO retrosynthesis dataset with 1.9M reactions from patents (1976-2016). Task: Predict the reactants needed to synthesize the given product. (1) Given the product [C:15]([CH2:14][O:12][C:9]1[CH:10]=[CH:11][C:6]([C:2]2[S:1][CH:5]=[CH:4][CH:3]=2)=[CH:7][CH:8]=1)#[N:16], predict the reactants needed to synthesize it. The reactants are: [S:1]1[CH:5]=[CH:4][CH:3]=[C:2]1[C:6]1[CH:11]=[CH:10][C:9]([OH:12])=[CH:8][CH:7]=1.Cl[CH2:14][C:15]#[N:16].C(=O)([O-])[O-].[K+].[K+]. (2) Given the product [CH3:1][N:2]1[C:10]2[C:9]3=[C:11]([O:17][C:18]4[C:19]([CH3:24])=[N:20][CH:21]=[CH:22][CH:23]=4)[S:12][C:13]([C:14]([NH2:27])=[O:16])=[C:8]3[CH2:7][CH2:6][C:5]=2[CH:4]=[N:3]1, predict the reactants needed to synthesize it. The reactants are: [CH3:1][N:2]1[C:10]2[C:9]3=[C:11]([O:17][C:18]4[C:19]([CH3:24])=[N:20][CH:21]=[CH:22][CH:23]=4)[S:12][C:13]([C:14]([OH:16])=O)=[C:8]3[CH2:7][CH2:6][C:5]=2[CH:4]=[N:3]1.CC[N:27]=C=NCCCN(C)C. (3) Given the product [F:10][C:11]1[CH:12]=[CH:13][C:14]([C:17]([CH3:21])([CH3:20])[CH2:18][NH:19][C:2]2[CH:9]=[CH:8][C:5]([C:6]#[N:7])=[CH:4][N:3]=2)=[CH:15][CH:16]=1, predict the reactants needed to synthesize it. The reactants are: Cl[C:2]1[CH:9]=[CH:8][C:5]([C:6]#[N:7])=[CH:4][N:3]=1.[F:10][C:11]1[CH:16]=[CH:15][C:14]([C:17]([CH3:21])([CH3:20])[CH2:18][NH2:19])=[CH:13][CH:12]=1.C(=O)([O-])[O-].[K+].[K+]. (4) Given the product [CH3:22][N:17]1[C@@H:18]([CH3:21])[CH2:19][CH2:20][N:15]2[C:14](=[O:24])[N:13]=[C:12]([O:1][CH2:2][C:3]3[CH:10]=[CH:9][C:6]([C:7]#[N:8])=[CH:5][CH:4]=3)[CH:23]=[C:16]12, predict the reactants needed to synthesize it. The reactants are: [OH:1][CH2:2][C:3]1[CH:10]=[CH:9][C:6]([C:7]#[N:8])=[CH:5][CH:4]=1.Cl[C:12]1[CH:23]=[C:16]2[N:17]([CH3:22])[C@@H:18]([CH3:21])[CH2:19][CH2:20][N:15]2[C:14](=[O:24])[N:13]=1.